Dataset: Catalyst prediction with 721,799 reactions and 888 catalyst types from USPTO. Task: Predict which catalyst facilitates the given reaction. (1) Reactant: [C:1]([C:3]1[C:4]([NH:8][C:9](=[O:14])[C:10]([F:13])([F:12])[F:11])=[N:5][O:6][N:7]=1)#[N:2].N[NH:16][C:17]([NH2:19])=[S:18].C([O-])(O)=O.[Na+]. Product: [NH2:19][C:17]1[S:18][C:1]([C:3]2[C:4]([NH:8][C:9](=[O:14])[C:10]([F:13])([F:12])[F:11])=[N:5][O:6][N:7]=2)=[N:2][N:16]=1. The catalyst class is: 67. (2) Reactant: [CH3:1][O:2][C:3]([C:5]1([N:17]=C(C2C=CC=CC=2)C2C=CC=CC=2)[CH2:9][CH2:8][N:7]([CH2:10][C:11]2[CH:16]=[CH:15][CH:14]=[CH:13][CH:12]=2)[CH2:6]1)=[O:4].Cl. Product: [NH2:17][C:5]1([C:3]([O:2][CH3:1])=[O:4])[CH2:9][CH2:8][N:7]([CH2:10][C:11]2[CH:16]=[CH:15][CH:14]=[CH:13][CH:12]=2)[CH2:6]1. The catalyst class is: 27. (3) Product: [NH2:30][C@@H:18]([CH2:19][C:20]1[CH:25]=[CH:24][C:23]([C:26]([F:27])([F:29])[F:28])=[CH:22][CH:21]=1)[CH2:17][NH:16][C:14]1[O:15][C:11]([C:7]2[CH:6]=[C:5]3[C:10](=[CH:9][CH:8]=2)[CH:1]=[N:2][CH:3]=[CH:4]3)=[N:12][N:13]=1. The catalyst class is: 2. Reactant: [CH:1]1[C:10]2[C:5](=[CH:6][C:7]([C:11]3[O:15][C:14]([NH:16][CH2:17][C@@H:18]([NH:30]C(=O)OC(C)(C)C)[CH2:19][C:20]4[CH:25]=[CH:24][C:23]([C:26]([F:29])([F:28])[F:27])=[CH:22][CH:21]=4)=[N:13][N:12]=3)=[CH:8][CH:9]=2)[CH:4]=[CH:3][N:2]=1.C(O)(C(F)(F)F)=O. (4) Reactant: Cl.[CH2:2]([C:4]1[S:24][C:7]2[N:8]=[C:9]([S:18][CH2:19][C:20]([O:22][CH3:23])=[O:21])[N:10]=[C:11]([N:12]3[CH2:17][CH2:16][NH:15][CH2:14][CH2:13]3)[C:6]=2[CH:5]=1)[CH3:3].C(N(C(C)C)CC)(C)C.[CH3:34][N:35]([CH3:45])[C:36]1[CH:44]=[CH:43][C:39]([C:40](Cl)=[O:41])=[CH:38][CH:37]=1. Product: [CH3:34][N:35]([CH3:45])[C:36]1[CH:44]=[CH:43][C:39]([C:40]([N:15]2[CH2:16][CH2:17][N:12]([C:11]3[C:6]4[CH:5]=[C:4]([CH2:2][CH3:3])[S:24][C:7]=4[N:8]=[C:9]([S:18][CH2:19][C:20]([O:22][CH3:23])=[O:21])[N:10]=3)[CH2:13][CH2:14]2)=[O:41])=[CH:38][CH:37]=1. The catalyst class is: 3. (5) Reactant: C(OC([N:8]1[CH:12]2[CH2:13][CH2:14][CH:9]1[CH:10]([C:15]1[CH:16]=[N:17][C:18]([F:31])=[C:19]([C:21]3[CH:26]=[CH:25][C:24]([S:27]([CH3:30])(=[O:29])=[O:28])=[CH:23][CH:22]=3)[CH:20]=1)[CH2:11]2)=O)(C)(C)C.C(O)(C(F)(F)F)=O.[NH4+].[OH-]. Product: [CH3:30][S:27]([C:24]1[CH:23]=[CH:22][C:21]([C:19]2[CH:20]=[C:15]([CH:10]3[CH2:11][CH:12]4[NH:8][CH:9]3[CH2:14][CH2:13]4)[CH:16]=[N:17][C:18]=2[F:31])=[CH:26][CH:25]=1)(=[O:28])=[O:29]. The catalyst class is: 34.